Dataset: Reaction yield outcomes from USPTO patents with 853,638 reactions. Task: Predict the reaction yield, written as a fraction of the theoretical maximum amount of product (1.0 means a 100% yield; for example, 0.34 means a 34% yield). The reactants are O.NN.[NH2:4][C:5]1[C:6]([C:23]2[O:27][C:26]([NH:28][C:29](=[O:42])[CH2:30][N:31]3C(=O)C4C(=CC=CC=4)C3=O)=[N:25][N:24]=2)=[N:7][C:8]([C:11]2[CH:16]=[CH:15][C:14]([S:17]([CH:20]([CH3:22])[CH3:21])(=[O:19])=[O:18])=[CH:13][CH:12]=2)=[CH:9][N:10]=1.C(Cl)Cl. The catalyst is CO. The product is [NH2:31][CH2:30][C:29]([NH:28][C:26]1[O:27][C:23]([C:6]2[C:5]([NH2:4])=[N:10][CH:9]=[C:8]([C:11]3[CH:12]=[CH:13][C:14]([S:17]([CH:20]([CH3:22])[CH3:21])(=[O:18])=[O:19])=[CH:15][CH:16]=3)[N:7]=2)=[N:24][N:25]=1)=[O:42]. The yield is 0.110.